From a dataset of Reaction yield outcomes from USPTO patents with 853,638 reactions. Predict the reaction yield, written as a fraction of the theoretical maximum amount of product (1.0 means a 100% yield; for example, 0.34 means a 34% yield). (1) The reactants are [CH3:1][O:2][C:3]1[CH:11]=[C:10]([O:12][CH3:13])[CH:9]=[C:8]2[C:4]=1[C:5](=[O:15])C(=O)[NH:7]2.OO.Cl.C(O)(=[O:21])C. The catalyst is [OH-].[Na+]. The product is [NH2:7][C:8]1[CH:9]=[C:10]([O:12][CH3:13])[CH:11]=[C:3]([O:2][CH3:1])[C:4]=1[C:5]([OH:15])=[O:21]. The yield is 0.780. (2) The reactants are C(OC([N:6]1[CH:15]=[C:14]([CH:16]=[O:17])[C:13]2[C:8](=[CH:9][C:10]([O:22][CH3:23])=[C:11]([O:18]C(=O)C)[CH:12]=2)[CH:7]1[CH2:24][C:25]1[CH:30]=[CH:29][CH:28]=[C:27]([O:31][CH2:32][CH3:33])[CH:26]=1)=O)C.[OH-].[K+]. The catalyst is CO. The product is [OH:18][C:11]1[CH:12]=[C:13]2[C:8](=[CH:9][C:10]=1[O:22][CH3:23])[CH:7]([CH2:24][C:25]1[CH:30]=[CH:29][CH:28]=[C:27]([O:31][CH2:32][CH3:33])[CH:26]=1)[NH:6][CH:15]=[C:14]2[CH:16]=[O:17]. The yield is 0.880. (3) The reactants are C(OC(=O)[NH:7][CH2:8][CH2:9][C:10]1[CH:15]=[CH:14][CH:13]=[C:12]([Br:16])[C:11]=1[O:17][C:18]1[CH:23]=[CH:22][C:21]([C:24]([F:27])([F:26])[F:25])=[CH:20][N:19]=1)(C)(C)C.C(O)(C(F)(F)F)=O. The catalyst is ClCCl.C([O-])(O)=O.[Na+]. The product is [Br:16][C:12]1[C:11]([O:17][C:18]2[CH:23]=[CH:22][C:21]([C:24]([F:25])([F:26])[F:27])=[CH:20][N:19]=2)=[C:10]([CH2:9][CH2:8][NH2:7])[CH:15]=[CH:14][CH:13]=1. The yield is 0.990.